This data is from Forward reaction prediction with 1.9M reactions from USPTO patents (1976-2016). The task is: Predict the product of the given reaction. Given the reactants [F:1][C:2]1[CH:7]=[CH:6][C:5]([C:8]2[C:9]3[N:10]([N:15]=[C:16]([NH2:18])[N:17]=3)[CH:11]=[C:12]([CH3:14])[CH:13]=2)=[CH:4][C:3]=1[C:19]([F:22])([F:21])[F:20].Br[C:24]1[CH:29]=[CH:28][C:27]([N:30]2[CH:34]=[C:33]([CH3:35])[N:32]=[CH:31]2)=[C:26]([O:36][CH3:37])[CH:25]=1.C(Cl)Cl, predict the reaction product. The product is: [F:1][C:2]1[CH:7]=[CH:6][C:5]([C:8]2[C:9]3[N:10]([N:15]=[C:16]([NH:18][C:24]4[CH:29]=[CH:28][C:27]([N:30]5[CH:34]=[C:33]([CH3:35])[N:32]=[CH:31]5)=[C:26]([O:36][CH3:37])[CH:25]=4)[N:17]=3)[CH:11]=[C:12]([CH3:14])[CH:13]=2)=[CH:4][C:3]=1[C:19]([F:20])([F:21])[F:22].